Dataset: Reaction yield outcomes from USPTO patents with 853,638 reactions. Task: Predict the reaction yield, written as a fraction of the theoretical maximum amount of product (1.0 means a 100% yield; for example, 0.34 means a 34% yield). (1) The reactants are CC1(C)C(C)(C)OB([C:9]2[C:17]3[C:12](=[N:13][CH:14]=[CH:15][CH:16]=3)[N:11]([S:18]([C:21]3[CH:26]=[CH:25][C:24]([CH3:27])=[CH:23][CH:22]=3)(=[O:20])=[O:19])[CH:10]=2)O1.[Cl:29][C:30]1[CH:35]=[C:34](Cl)[N:33]=[CH:32][N:31]=1.C(=O)([O-])[O-].[K+].[K+].CCOC(C)=O. The catalyst is CN(C=O)C.C1C=CC([P]([Pd]([P](C2C=CC=CC=2)(C2C=CC=CC=2)C2C=CC=CC=2)([P](C2C=CC=CC=2)(C2C=CC=CC=2)C2C=CC=CC=2)[P](C2C=CC=CC=2)(C2C=CC=CC=2)C2C=CC=CC=2)(C2C=CC=CC=2)C2C=CC=CC=2)=CC=1. The product is [Cl:29][C:30]1[N:31]=[CH:32][N:33]=[C:34]([C:9]2[C:17]3[C:12](=[N:13][CH:14]=[CH:15][CH:16]=3)[N:11]([S:18]([C:21]3[CH:26]=[CH:25][C:24]([CH3:27])=[CH:23][CH:22]=3)(=[O:19])=[O:20])[CH:10]=2)[CH:35]=1. The yield is 0.330. (2) The reactants are [Mg].Br[C:3]1[C:4]([CH:25]([CH3:27])[CH3:26])=[C:5]([C:15]2[CH:20]=[CH:19][C:18]([C:21]([F:24])([F:23])[F:22])=[CH:17][CH:16]=2)[C:6]([CH:12]([CH3:14])[CH3:13])=[CH:7][C:8]=1[CH:9]([CH3:11])[CH3:10].F[C:29]1[CH:34]=[C:33]([O:35][CH3:36])[CH:32]=[CH:31][C:30]=1[O:37][CH3:38].[Li]CCCC.CCCCCC.[I:50]I. The catalyst is [H-].C([Al+]CC(C)C)C(C)C.C1COCC1. The product is [I:50][C:34]1[C:33]([O:35][CH3:36])=[CH:32][CH:31]=[C:30]([O:37][CH3:38])[C:29]=1[C:3]1[C:8]([CH:9]([CH3:10])[CH3:11])=[CH:7][C:6]([CH:12]([CH3:13])[CH3:14])=[C:5]([C:15]2[CH:16]=[CH:17][C:18]([C:21]([F:24])([F:22])[F:23])=[CH:19][CH:20]=2)[C:4]=1[CH:25]([CH3:26])[CH3:27]. The yield is 0.370. (3) The reactants are [F:1][C:2]1[CH:28]=[C:27]([N+:29]([O-])=O)[CH:26]=[CH:25][C:3]=1[O:4][C:5]1[CH:10]=[CH:9][N:8]=[C:7]2[N:11](C(OC(C)(C)C)=O)[CH:12]=[C:13]([C:14]#[C:15][CH2:16][OH:17])[C:6]=12. The catalyst is C1COCC1.CO.[Pd]. The product is [NH2:29][C:27]1[CH:26]=[CH:25][C:3]([O:4][C:5]2[CH:10]=[CH:9][N:8]=[C:7]3[NH:11][CH:12]=[C:13]([CH2:14][CH2:15][CH2:16][OH:17])[C:6]=23)=[C:2]([F:1])[CH:28]=1. The yield is 0.130. (4) The reactants are [NH:1]1[C:9]2[C:4](=[CH:5][C:6]([CH2:10][NH:11][CH3:12])=[CH:7][CH:8]=2)[CH:3]=[CH:2]1.Cl.Cl.[CH3:15][N:16]1[CH2:22][C:21]2[CH:23]=[C:24](/[CH:27]=[CH:28]/[C:29]([OH:31])=O)[CH:25]=[N:26][C:20]=2[NH:19][C:18](=[O:32])[CH2:17]1.C1C=CC2N(O)N=NC=2C=1.C(N(C(C)C)CC)(C)C.CCN=C=NCCCN(C)C.Cl. The catalyst is CN(C=O)C.O. The product is [NH:1]1[C:9]2[C:4](=[CH:5][C:6]([CH2:10][N:11]([CH3:12])[C:29](=[O:31])/[CH:28]=[CH:27]/[C:24]3[CH:25]=[N:26][C:20]4[NH:19][C:18](=[O:32])[CH2:17][N:16]([CH3:15])[CH2:22][C:21]=4[CH:23]=3)=[CH:7][CH:8]=2)[CH:3]=[CH:2]1. The yield is 0.630. (5) The reactants are [C:1]1(=O)[O:5][CH2:4][CH2:3][O:2]1.O[C:8]1[CH:21]=[CH:20][C:11]([C:12]([C:14]2[CH:19]=[CH:18]C=[CH:16][CH:15]=2)=[O:13])=[CH:10][CH:9]=1.C1(C)C=CC=CC=1. The catalyst is [I-].[Na+].C1(C)C=CC=CC=1.O. The product is [OH:2][CH2:3][CH2:4][O:5][C:1]1[CH:18]=[CH:19][C:14]([C:12]([C:11]2[CH:20]=[CH:21][CH:8]=[CH:9][CH:10]=2)=[O:13])=[CH:15][CH:16]=1. The yield is 0.940. (6) The catalyst is CN(C)C=O.C1C=CC(/C=C/C(/C=C/C2C=CC=CC=2)=O)=CC=1.C1C=CC(/C=C/C(/C=C/C2C=CC=CC=2)=O)=CC=1.C1C=CC(/C=C/C(/C=C/C2C=CC=CC=2)=O)=CC=1.[Pd].[Pd].[Cu](I)I. The product is [CH3:1][O:2][C:3]([C:4]1[C:5]([C:16]2[CH:21]=[CH:20][CH:19]=[CH:18][CH:17]=2)=[CH:6][CH:7]=[C:8]([S:10]([CH3:13])(=[O:12])=[O:11])[CH:9]=1)=[O:15]. The reactants are [CH3:1][O:2][C:3](=[O:15])[C:4]1[CH:9]=[C:8]([S:10]([CH3:13])(=[O:12])=[O:11])[CH:7]=[CH:6][C:5]=1I.[C:16]1([Sn](CCCC)(CCCC)CCCC)[CH:21]=[CH:20][CH:19]=[CH:18][CH:17]=1.C1([As](C2C=CC=CC=2)C2C=CC=CC=2)C=CC=CC=1. The yield is 0.990. (7) The reactants are [C:1]([C:3]1[C:11]2[CH2:10][CH2:9][N:8]([C:12]([O:14][CH2:15][CH3:16])=[O:13])[CH2:7][C:6]=2[O:5][C:4]=1/[N:17]=[CH:18]/[N:19](C)C)#[N:2].[Cl:22][C:23]1[CH:24]=[C:25]([CH:27]=[CH:28][C:29]=1[F:30])N. The catalyst is C(#N)C.C(O)(=O)C. The product is [Cl:22][C:23]1[CH:24]=[C:25]([NH:2][C:1]2[C:3]3[C:11]4[CH2:10][CH2:9][N:8]([C:12]([O:14][CH2:15][CH3:16])=[O:13])[CH2:7][C:6]=4[O:5][C:4]=3[N:17]=[CH:18][N:19]=2)[CH:27]=[CH:28][C:29]=1[F:30]. The yield is 0.220.